Predict the reaction yield, written as a fraction of the theoretical maximum amount of product (1.0 means a 100% yield; for example, 0.34 means a 34% yield). From a dataset of Reaction yield outcomes from USPTO patents with 853,638 reactions. (1) The reactants are [O:1]([C:8]1[CH:9]=[C:10]([NH:14][CH2:15][C:16]2[CH:21]=[CH:20][CH:19]=[C:18]([O:22][C:23]([F:28])([F:27])[CH:24]([F:26])[F:25])[CH:17]=2)[CH:11]=[CH:12][CH:13]=1)[C:2]1[CH:7]=[CH:6][CH:5]=[CH:4][CH:3]=1.[F:29][C:30]([F:35])([F:34])[CH:31]1[O:33][CH2:32]1.FC(F)(F)S([O-])(=O)=O.[Yb+3].FC(F)(F)S([O-])(=O)=O.FC(F)(F)S([O-])(=O)=O. The catalyst is C(#N)C.O.C(OCC)(=O)C. The product is [O:1]([C:8]1[CH:9]=[C:10]([N:14]([CH2:15][C:16]2[CH:21]=[CH:20][CH:19]=[C:18]([O:22][C:23]([F:27])([F:28])[CH:24]([F:25])[F:26])[CH:17]=2)[CH2:32][CH:31]([OH:33])[C:30]([F:35])([F:34])[F:29])[CH:11]=[CH:12][CH:13]=1)[C:2]1[CH:7]=[CH:6][CH:5]=[CH:4][CH:3]=1. The yield is 0.620. (2) The reactants are [NH2:1][C:2]1[S:3][C:4]([CH3:7])=[N:5][N:6]=1.[C:8]([NH:11][C:12]1[CH:21]=[CH:20][C:15]([S:16](Cl)(=[O:18])=[O:17])=[CH:14][CH:13]=1)(=[O:10])[CH3:9].Cl. The catalyst is N1C=CC=CC=1. The product is [CH3:7][C:4]1[S:3][C:2]([NH:1][S:16]([C:15]2[CH:14]=[CH:13][C:12]([NH:11][C:8](=[O:10])[CH3:9])=[CH:21][CH:20]=2)(=[O:18])=[O:17])=[N:6][N:5]=1. The yield is 0.970. (3) The reactants are [F:1][C:2]1[CH:7]=[CH:6][C:5]([O:8][CH3:9])=[CH:4][C:3]=1B(O)O.[F-].[Cs+].Br[C:16]1[CH:25]=[CH:24][C:19]([C:20]([O:22][CH3:23])=[O:21])=[CH:18][C:17]=1[O:26][CH:27]1[CH2:32][CH2:31][CH2:30][CH2:29][O:28]1. The catalyst is C1C=CC([P]([Pd]([P](C2C=CC=CC=2)(C2C=CC=CC=2)C2C=CC=CC=2)([P](C2C=CC=CC=2)(C2C=CC=CC=2)C2C=CC=CC=2)[P](C2C=CC=CC=2)(C2C=CC=CC=2)C2C=CC=CC=2)(C2C=CC=CC=2)C2C=CC=CC=2)=CC=1.COCCOC. The product is [F:1][C:2]1[CH:7]=[CH:6][C:5]([O:8][CH3:9])=[CH:4][C:3]=1[C:16]1[CH:25]=[CH:24][C:19]([C:20]([O:22][CH3:23])=[O:21])=[CH:18][C:17]=1[O:26][CH:27]1[CH2:32][CH2:31][CH2:30][CH2:29][O:28]1. The yield is 0.718. (4) The reactants are [C:1]1([C:7]2[NH:11][C:10]3[CH:12]=[CH:13][C:14]([CH2:16][OH:17])=[CH:15][C:9]=3[N:8]=2)[CH:6]=[CH:5][CH:4]=[CH:3][CH:2]=1. The catalyst is C1COCC1.O=[Mn]=O. The product is [C:1]1([C:7]2[NH:11][C:10]3[CH:12]=[CH:13][C:14]([CH:16]=[O:17])=[CH:15][C:9]=3[N:8]=2)[CH:6]=[CH:5][CH:4]=[CH:3][CH:2]=1. The yield is 0.991. (5) The reactants are Cl.[C:2]([C:4]1[CH:12]=[C:11]([NH:13][C:14]2[C:23]3[C:18](=[CH:19][CH:20]=[CH:21][C:22]=3[O:24][CH:25]3[CH2:30][CH2:29][N:28]([CH3:31])[CH2:27][CH2:26]3)[N:17]=[CH:16][N:15]=2)[CH:10]=[CH:9][C:5]=1[C:6](O)=[O:7])#[CH:3].[NH:32]1[CH2:38][CH2:37][CH2:36][CH2:35][CH2:34][CH2:33]1. No catalyst specified. The product is [C:2]([C:4]1[CH:12]=[C:11]([CH:10]=[CH:9][C:5]=1[C:6]([N:32]1[CH2:38][CH2:37][CH2:36][CH2:35][CH2:34][CH2:33]1)=[O:7])[NH:13][C:14]1[C:23]2[C:18](=[CH:19][CH:20]=[CH:21][C:22]=2[O:24][CH:25]2[CH2:26][CH2:27][N:28]([CH3:31])[CH2:29][CH2:30]2)[N:17]=[CH:16][N:15]=1)#[CH:3]. The yield is 0.510. (6) The catalyst is CO. The reactants are C[O:2][C:3](=O)[C:4]1[CH:9]=[C:8]([O:10][CH3:11])[C:7]([N+:12]([O-:14])=[O:13])=[CH:6][C:5]=1/[C:15](/[C:20]([O:22][CH3:23])=[O:21])=[CH:16]/[N:17](C)[CH3:18].[CH2:25](N)C.CCN(C(C)C)C(C)C. The product is [CH3:23][O:22][C:20]([C:15]1[C:5]2[C:4](=[CH:9][C:8]([O:10][CH3:11])=[C:7]([N+:12]([O-:14])=[O:13])[CH:6]=2)[C:3](=[O:2])[N:17]([CH2:18][CH3:25])[CH:16]=1)=[O:21]. The yield is 0.930.